From a dataset of Peptide-MHC class II binding affinity with 134,281 pairs from IEDB. Regression. Given a peptide amino acid sequence and an MHC pseudo amino acid sequence, predict their binding affinity value. This is MHC class II binding data. (1) The peptide sequence is AAVDKDAVIVAAAGN. The MHC is HLA-DPA10201-DPB10101 with pseudo-sequence HLA-DPA10201-DPB10101. The binding affinity (normalized) is 0.0659. (2) The peptide sequence is KLLPVPPTVTIFKIS. The MHC is HLA-DPA10201-DPB10101 with pseudo-sequence HLA-DPA10201-DPB10101. The binding affinity (normalized) is 0.444. (3) The peptide sequence is RESNSPRMYMGNLTQ. The MHC is DRB1_0101 with pseudo-sequence DRB1_0101. The binding affinity (normalized) is 0.368. (4) The binding affinity (normalized) is 0.112. The peptide sequence is MQRFAPLNSWPDNAS. The MHC is DRB1_1101 with pseudo-sequence DRB1_1101.